From a dataset of NCI-60 drug combinations with 297,098 pairs across 59 cell lines. Regression. Given two drug SMILES strings and cell line genomic features, predict the synergy score measuring deviation from expected non-interaction effect. (1) Drug 1: C1=CC(=CC=C1CCC2=CNC3=C2C(=O)NC(=N3)N)C(=O)NC(CCC(=O)O)C(=O)O. Drug 2: CS(=O)(=O)OCCCCOS(=O)(=O)C. Cell line: HCT116. Synergy scores: CSS=36.6, Synergy_ZIP=-3.33, Synergy_Bliss=-5.02, Synergy_Loewe=-10.9, Synergy_HSA=-2.37. (2) Drug 1: C1=NC(=NC(=O)N1C2C(C(C(O2)CO)O)O)N. Drug 2: CN1C2=C(C=C(C=C2)N(CCCl)CCCl)N=C1CCCC(=O)O.Cl. Cell line: HT29. Synergy scores: CSS=16.5, Synergy_ZIP=-6.92, Synergy_Bliss=-1.39, Synergy_Loewe=-39.7, Synergy_HSA=-3.39. (3) Drug 1: CC12CCC3C(C1CCC2=O)CC(=C)C4=CC(=O)C=CC34C. Drug 2: C1=CC(=CC=C1CCCC(=O)O)N(CCCl)CCCl. Cell line: NCI/ADR-RES. Synergy scores: CSS=31.5, Synergy_ZIP=-5.02, Synergy_Bliss=1.97, Synergy_Loewe=-11.2, Synergy_HSA=2.97. (4) Drug 1: CC1C(C(CC(O1)OC2CC(CC3=C2C(=C4C(=C3O)C(=O)C5=C(C4=O)C(=CC=C5)OC)O)(C(=O)C)O)N)O.Cl. Drug 2: CC1C(C(=O)NC(C(=O)N2CCCC2C(=O)N(CC(=O)N(C(C(=O)O1)C(C)C)C)C)C(C)C)NC(=O)C3=C4C(=C(C=C3)C)OC5=C(C(=O)C(=C(C5=N4)C(=O)NC6C(OC(=O)C(N(C(=O)CN(C(=O)C7CCCN7C(=O)C(NC6=O)C(C)C)C)C)C(C)C)C)N)C. Cell line: K-562. Synergy scores: CSS=15.1, Synergy_ZIP=2.36, Synergy_Bliss=4.95, Synergy_Loewe=5.42, Synergy_HSA=5.51. (5) Drug 1: CC1CCC2CC(C(=CC=CC=CC(CC(C(=O)C(C(C(=CC(C(=O)CC(OC(=O)C3CCCCN3C(=O)C(=O)C1(O2)O)C(C)CC4CCC(C(C4)OC)O)C)C)O)OC)C)C)C)OC. Drug 2: B(C(CC(C)C)NC(=O)C(CC1=CC=CC=C1)NC(=O)C2=NC=CN=C2)(O)O. Cell line: RXF 393. Synergy scores: CSS=33.7, Synergy_ZIP=1.08, Synergy_Bliss=1.31, Synergy_Loewe=-19.7, Synergy_HSA=-0.618. (6) Drug 1: CC12CCC(CC1=CCC3C2CCC4(C3CC=C4C5=CN=CC=C5)C)O. Drug 2: CC1OCC2C(O1)C(C(C(O2)OC3C4COC(=O)C4C(C5=CC6=C(C=C35)OCO6)C7=CC(=C(C(=C7)OC)O)OC)O)O. Cell line: CAKI-1. Synergy scores: CSS=52.7, Synergy_ZIP=5.88, Synergy_Bliss=6.37, Synergy_Loewe=5.83, Synergy_HSA=8.69. (7) Drug 1: CC1C(C(CC(O1)OC2CC(CC3=C2C(=C4C(=C3O)C(=O)C5=C(C4=O)C(=CC=C5)OC)O)(C(=O)C)O)N)O.Cl. Drug 2: C1C(C(OC1N2C=NC3=C(N=C(N=C32)Cl)N)CO)O. Cell line: U251. Synergy scores: CSS=37.1, Synergy_ZIP=-6.88, Synergy_Bliss=-2.40, Synergy_Loewe=-24.9, Synergy_HSA=-2.29. (8) Drug 1: C1=CC(=CC=C1CCCC(=O)O)N(CCCl)CCCl. Drug 2: CC1=C(N=C(N=C1N)C(CC(=O)N)NCC(C(=O)N)N)C(=O)NC(C(C2=CN=CN2)OC3C(C(C(C(O3)CO)O)O)OC4C(C(C(C(O4)CO)O)OC(=O)N)O)C(=O)NC(C)C(C(C)C(=O)NC(C(C)O)C(=O)NCCC5=NC(=CS5)C6=NC(=CS6)C(=O)NCCC[S+](C)C)O. Cell line: COLO 205. Synergy scores: CSS=30.8, Synergy_ZIP=0.103, Synergy_Bliss=0.914, Synergy_Loewe=-18.3, Synergy_HSA=-1.11.